Predict the product of the given reaction. From a dataset of Forward reaction prediction with 1.9M reactions from USPTO patents (1976-2016). Given the reactants [C:12]([O:11][C:9](O[C:9]([O:11][C:12]([CH3:15])([CH3:14])[CH3:13])=[O:10])=[O:10])([CH3:15])([CH3:14])[CH3:13].[NH:16]1[CH2:21][CH2:20][NH:19][CH2:18][CH:17]1[C:22]([O:24][CH2:25][CH3:26])=[O:23].C(N(CC)CC)C, predict the reaction product. The product is: [CH2:25]([O:24][C:22]([CH:17]1[NH:16][CH2:21][CH2:20][N:19]([C:9]([O:11][C:12]([CH3:13])([CH3:14])[CH3:15])=[O:10])[CH2:18]1)=[O:23])[CH3:26].